This data is from Catalyst prediction with 721,799 reactions and 888 catalyst types from USPTO. The task is: Predict which catalyst facilitates the given reaction. (1) Product: [NH2:25][N:26]1[CH2:31][CH2:30][CH:29]([N:12]2[C:8]([CH3:7])=[C:9]([C:13](=[O:17])[CH2:14][CH2:15][CH3:16])[CH:10]=[N:11]2)[CH2:28][CH2:27]1. Reactant: CC(C)([O-])C.[K+].[CH3:7][C:8]1[NH:12][N:11]=[CH:10][C:9]=1[C:13](=[O:17])[CH2:14][CH2:15][CH3:16].C(OC([NH:25][N:26]1[CH2:31][CH2:30][CH:29](OS(C)(=O)=O)[CH2:28][CH2:27]1)=O)(C)(C)C. The catalyst class is: 3. (2) Reactant: Br[C:2]1[C:11]2[O:10][CH:9]([C:12]3[CH:17]=[CH:16][CH:15]=[CH:14][CH:13]=3)[C:8](=[O:18])[NH:7][C:6]=2[CH:5]=[CH:4][CH:3]=1.[CH3:19][N:20]1[CH:25]=[C:24](B2OC(C)(C)C(C)(C)O2)[C:23]2[CH:35]=[CH:36][N:37]([S:38]([C:41]3[CH:46]=[CH:45][C:44]([CH3:47])=[CH:43][CH:42]=3)(=[O:40])=[O:39])[C:22]=2[C:21]1=[O:48].C(=O)([O-])[O-].[K+].[K+].ClCCl. Product: [CH3:19][N:20]1[CH:25]=[C:24]([C:2]2[C:11]3[O:10][CH:9]([C:12]4[CH:17]=[CH:16][CH:15]=[CH:14][CH:13]=4)[C:8](=[O:18])[NH:7][C:6]=3[CH:5]=[CH:4][CH:3]=2)[C:23]2[CH:35]=[CH:36][N:37]([S:38]([C:41]3[CH:46]=[CH:45][C:44]([CH3:47])=[CH:43][CH:42]=3)(=[O:40])=[O:39])[C:22]=2[C:21]1=[O:48]. The catalyst class is: 38. (3) Reactant: [Br:1][C:2]1[CH:3]=[CH:4][C:5]2[C:6]3[N:14]([CH2:15][CH2:16][CH2:17][O:18][N:19]4C(=O)C5C(=CC=CC=5)C4=O)[C:13]([CH2:30][CH2:31][CH3:32])=[N:12][C:7]=3[CH:8]=[N:9][C:10]=2[CH:11]=1.C1C=C(Cl)C=C(C(OO)=O)C=1.[OH-].[NH4+:45].C1(C)C=CC(S(Cl)(=O)=O)=CC=1. Product: [NH2:19][O:18][CH2:17][CH2:16][CH2:15][N:14]1[C:6]2[C:5]3[CH:4]=[CH:3][C:2]([Br:1])=[CH:11][C:10]=3[N:9]=[C:8]([NH2:45])[C:7]=2[N:12]=[C:13]1[CH2:30][CH2:31][CH3:32]. The catalyst class is: 22. (4) Reactant: [C:1]([O:4][C:5]1[CH:6]=[C:7]([CH:11]=[CH:12][CH:13]=1)[C:8](O)=[O:9])(=[O:3])[CH3:2].C(Cl)(=O)C([Cl:17])=O.CN(C=O)C. Product: [C:1]([O:4][C:5]1[CH:6]=[C:7]([CH:11]=[CH:12][CH:13]=1)[C:8]([Cl:17])=[O:9])(=[O:3])[CH3:2]. The catalyst class is: 28. (5) Reactant: [O:1]1[C:9]2[C:4](=[N:5][CH:6]=[CH:7][CH:8]=2)[NH:3][C:2]1=[O:10].C1C(=O)N([Cl:18])C(=O)C1. Product: [Cl:18][C:7]1[CH:8]=[C:9]2[O:1][C:2](=[O:10])[NH:3][C:4]2=[N:5][CH:6]=1. The catalyst class is: 115. (6) Reactant: [SH:1][C:2]1[CH:7]=[CH:6][C:5]([N+:8]([O-:10])=[O:9])=[CH:4][N:3]=1.Br[CH2:12][CH2:13][O:14][C:15](=[O:23])[C:16]1[CH:21]=[CH:20][CH:19]=[C:18]([Cl:22])[CH:17]=1.C([O-])([O-])=O.[K+].[K+]. Product: [N+:8]([C:5]1[CH:6]=[CH:7][C:2]([S:1][CH2:12][CH2:13][O:14][C:15](=[O:23])[C:16]2[CH:21]=[CH:20][CH:19]=[C:18]([Cl:22])[CH:17]=2)=[N:3][CH:4]=1)([O-:10])=[O:9]. The catalyst class is: 21.